Dataset: Ames mutagenicity test results for genotoxicity prediction. Task: Regression/Classification. Given a drug SMILES string, predict its toxicity properties. Task type varies by dataset: regression for continuous values (e.g., LD50, hERG inhibition percentage) or binary classification for toxic/non-toxic outcomes (e.g., AMES mutagenicity, cardiotoxicity, hepatotoxicity). Dataset: ames. (1) The compound is Nc1cc2nc3ccccc3nc2cc1N. The result is 1 (mutagenic). (2) The compound is [O-][n+]1cc2cccnc2cn1. The result is 0 (non-mutagenic). (3) The drug is c1ccc2nc3c4ccccc4c4ccccc4c3cc2c1. The result is 1 (mutagenic).